Dataset: Reaction yield outcomes from USPTO patents with 853,638 reactions. Task: Predict the reaction yield, written as a fraction of the theoretical maximum amount of product (1.0 means a 100% yield; for example, 0.34 means a 34% yield). (1) The reactants are C([O:8][N:9]1[C:15](=[O:16])[N:14]2[CH2:17][C@H:10]1[CH2:11][CH2:12][C@H:13]2[C:18]([NH:20][O:21][CH:22]1[CH2:27][CH2:26][CH2:25][CH2:24][CH2:23]1)=[O:19])C1C=CC=CC=1.[H][H]. The catalyst is CO.[Pd]. The product is [CH:22]1([O:21][NH:20][C:18]([C@@H:13]2[CH2:12][CH2:11][C@@H:10]3[CH2:17][N:14]2[C:15](=[O:16])[N:9]3[OH:8])=[O:19])[CH2:27][CH2:26][CH2:25][CH2:24][CH2:23]1. The yield is 0.850. (2) The reactants are [F:1][C:2]1[CH:3]=[C:4](B(O)O)[CH:5]=[CH:6][CH:7]=1.[K+].[Br-].[O-]P([O-])([O-])=O.[K+].[K+].[K+].[C:21]([C:25]1[CH:26]=[CH:27][C:28](OS(C(F)(F)F)(=O)=O)=[C:29]([N+:31]([O-:33])=[O:32])[CH:30]=1)([CH3:24])([CH3:23])[CH3:22].[NH4+].[Cl-]. The catalyst is O1CCOCC1.C1C=CC([P]([Pd]([P](C2C=CC=CC=2)(C2C=CC=CC=2)C2C=CC=CC=2)([P](C2C=CC=CC=2)(C2C=CC=CC=2)C2C=CC=CC=2)[P](C2C=CC=CC=2)(C2C=CC=CC=2)C2C=CC=CC=2)(C2C=CC=CC=2)C2C=CC=CC=2)=CC=1. The product is [C:21]([C:25]1[CH:26]=[CH:27][C:28]([C:4]2[CH:5]=[CH:6][CH:7]=[C:2]([F:1])[CH:3]=2)=[C:29]([N+:31]([O-:33])=[O:32])[CH:30]=1)([CH3:24])([CH3:22])[CH3:23]. The yield is 0.810. (3) The reactants are [Cl:1][C:2]1[CH:7]=[CH:6][N:5]=[C:4]2[CH:8]=[CH:9][S:10][C:3]=12.[Li]CCCC.I[C:17]1[N:18]=[CH:19][N:20]([CH2:22][CH2:23][N:24]([CH2:32][CH2:33][O:34][CH3:35])[C:25](=[O:31])[O:26][C:27]([CH3:30])([CH3:29])[CH3:28])[CH:21]=1. The catalyst is C1COCC1.[Cl-].[Cl-].[Zn+2]. The product is [Cl:1][C:2]1[CH:7]=[CH:6][N:5]=[C:4]2[CH:8]=[C:9]([C:17]3[N:18]=[CH:19][N:20]([CH2:22][CH2:23][N:24]([CH2:32][CH2:33][O:34][CH3:35])[C:25](=[O:31])[O:26][C:27]([CH3:29])([CH3:30])[CH3:28])[CH:21]=3)[S:10][C:3]=12. The yield is 0.990. (4) The reactants are [Br:1][C:2]1[CH:3]=[C:4]([CH:14]=[C:15]([N+:17]([O-])=O)[CH:16]=1)[O:5][C:6]1[CH:11]=[CH:10][C:9]([F:12])=[CH:8][C:7]=1[F:13].[Cl-].[NH4+].O.C(O)C. The catalyst is C1COCC1.[Fe]. The product is [Br:1][C:2]1[CH:16]=[C:15]([CH:14]=[C:4]([O:5][C:6]2[CH:11]=[CH:10][C:9]([F:12])=[CH:8][C:7]=2[F:13])[CH:3]=1)[NH2:17]. The yield is 1.00.